This data is from Catalyst prediction with 721,799 reactions and 888 catalyst types from USPTO. The task is: Predict which catalyst facilitates the given reaction. (1) Reactant: [F:1][CH:2]([F:26])[O:3][C:4]1[CH:9]=[CH:8][C:7]([C:10](=[O:25])[C:11]([C:13]2[CH:18]=[CH:17][C:16]([F:19])=[C:15]([C:20]#[C:21][CH2:22][CH2:23]O)[CH:14]=2)=[O:12])=[CH:6][CH:5]=1.CN(S(F)(F)[F:31])C.[Cl-].[Na+]. Product: [F:1][CH:2]([F:26])[O:3][C:4]1[CH:9]=[CH:8][C:7]([C:10](=[O:25])[C:11]([C:13]2[CH:18]=[CH:17][C:16]([F:19])=[C:15]([C:20]#[C:21][CH2:22][CH2:23][F:31])[CH:14]=2)=[O:12])=[CH:6][CH:5]=1. The catalyst class is: 4. (2) Reactant: C(OC([NH:8][C:9]1[N:14]=[C:13]([CH2:15][CH2:16][N:17]([C:25]2[CH:30]=[CH:29][C:28]([NH:31][C:32]([C:34]3[CH2:39][CH2:38][CH2:37][CH2:36][C:35]=3[C:40]3[CH:45]=[CH:44][C:43]([C:46]([F:49])([F:48])[F:47])=[CH:42][CH:41]=3)=[O:33])=[CH:27][N:26]=2)C(=O)OC(C)(C)C)[CH:12]=[CH:11][CH:10]=1)=O)(C)(C)C.FC(F)(F)C(O)=O. Product: [NH2:8][C:9]1[N:14]=[C:13]([CH2:15][CH2:16][NH:17][C:25]2[N:26]=[CH:27][C:28]([NH:31][C:32]([C:34]3[CH2:39][CH2:38][CH2:37][CH2:36][C:35]=3[C:40]3[CH:41]=[CH:42][C:43]([C:46]([F:48])([F:49])[F:47])=[CH:44][CH:45]=3)=[O:33])=[CH:29][CH:30]=2)[CH:12]=[CH:11][CH:10]=1. The catalyst class is: 4. (3) Reactant: [CH2:1]1[C:6]2([CH2:11][CH2:10][N:9](C(OC(C)(C)C)=O)[CH2:8][CH2:7]2)[CH2:5][N:4]([C:19]([O:21][CH2:22][C:23]2[CH:28]=[CH:27][CH:26]=[CH:25][CH:24]=2)=[O:20])[CH2:3][CH2:2]1.O1CCOCC1.[ClH:35]. Product: [ClH:35].[CH2:1]1[C:6]2([CH2:11][CH2:10][NH:9][CH2:8][CH2:7]2)[CH2:5][N:4]([C:19]([O:21][CH2:22][C:23]2[CH:24]=[CH:25][CH:26]=[CH:27][CH:28]=2)=[O:20])[CH2:3][CH2:2]1. The catalyst class is: 237. (4) Reactant: [S:1]1[CH:5]=[C:4]([CH:6]=O)[C:3]([CH:8]=O)=[CH:2]1.C1CCN2C(=[N:14]CCC2)CC1.S1C=CC=C1.[C:26]([O:32][C:33](C(F)(F)F)=O)([C:28](F)(F)F)=[O:27]. Product: [CH:5]1[S:1][CH:2]=[C:3]2[C:4]=1[CH:6]=[C:28]([C:26]([O:32][CH3:33])=[O:27])[N:14]=[CH:8]2. The catalyst class is: 366. (5) Reactant: F[C:2]1[CH:7]=[CH:6][C:5]([N+:8]([O-:10])=[O:9])=[CH:4][CH:3]=1.[C:11]([C:13]1([C:16]2[CH:17]=[C:18]([CH:30]=[CH:31][CH:32]=2)[C:19]([NH:21][C:22]2[CH:27]=[C:26]([OH:28])[CH:25]=[CH:24][C:23]=2[CH3:29])=[O:20])[CH2:15][CH2:14]1)#[N:12].C(=O)([O-])[O-].[K+].[K+]. Product: [C:11]([C:13]1([C:16]2[CH:17]=[C:18]([CH:30]=[CH:31][CH:32]=2)[C:19]([NH:21][C:22]2[CH:27]=[C:26]([O:28][C:2]3[CH:7]=[CH:6][C:5]([N+:8]([O-:10])=[O:9])=[CH:4][CH:3]=3)[CH:25]=[CH:24][C:23]=2[CH3:29])=[O:20])[CH2:15][CH2:14]1)#[N:12]. The catalyst class is: 9. (6) Reactant: [C:1](Cl)(=O)C.[CH2:5]([O:7][C:8]1[CH:9]=[C:10]([C:14]2[CH:19]=[CH:18][C:17]([CH:20]=[CH:21][C:22](=[O:26])[C:23]([OH:25])=[O:24])=[CH:16][CH:15]=2)[CH:11]=[CH:12][CH:13]=1)[CH3:6]. Product: [CH3:1][O:24][C:23](=[O:25])[C:22](=[O:26])[CH:21]=[CH:20][C:17]1[CH:18]=[CH:19][C:14]([C:10]2[CH:11]=[CH:12][CH:13]=[C:8]([O:7][CH2:5][CH3:6])[CH:9]=2)=[CH:15][CH:16]=1. The catalyst class is: 5.